Dataset: CYP2C9 inhibition data for predicting drug metabolism from PubChem BioAssay. Task: Regression/Classification. Given a drug SMILES string, predict its absorption, distribution, metabolism, or excretion properties. Task type varies by dataset: regression for continuous measurements (e.g., permeability, clearance, half-life) or binary classification for categorical outcomes (e.g., BBB penetration, CYP inhibition). Dataset: cyp2c9_veith. (1) The drug is CC(C)CO/N=C1/C[C@@H](O)[C@@H](O)[C@H]2[C@@H]1CC[C@@H]1C(=O)N(C(C)(C)C)C(=O)[C@H]12. The result is 0 (non-inhibitor). (2) The molecule is CCOC(=O)C1=C(C)N=C2SC(C(=O)OC)=CC(=O)N2C1c1ccc(F)cc1. The result is 1 (inhibitor). (3) The molecule is NC[C@](O)(CS(=O)(=O)O)c1ccc(Cl)cc1. The result is 0 (non-inhibitor).